From a dataset of Forward reaction prediction with 1.9M reactions from USPTO patents (1976-2016). Predict the product of the given reaction. (1) The product is: [CH3:1][O:2][C:3]([C:5]1[CH:14]=[C:13]([C:36]#[C:31][CH2:32][CH2:33][CH2:34][CH3:35])[C:12]2[C:7](=[C:8]([O:23][CH2:24][C:25]3[CH:30]=[CH:29][CH:28]=[CH:27][CH:26]=3)[CH:9]=[CH:10][CH:11]=2)[N:6]=1)=[O:4]. Given the reactants [CH3:1][O:2][C:3]([C:5]1[CH:14]=[C:13](OS(C(F)(F)F)(=O)=O)[C:12]2[C:7](=[C:8]([O:23][CH2:24][C:25]3[CH:30]=[CH:29][CH:28]=[CH:27][CH:26]=3)[CH:9]=[CH:10][CH:11]=2)[N:6]=1)=[O:4].[C:31]1(C#C)[CH:36]=[CH:35][CH:34]=[CH:33][CH:32]=1.C#CCCCC, predict the reaction product. (2) Given the reactants [Br:1][C:2]1[CH:23]=[CH:22][C:5](/[CH:6]=[CH:7]\[C:8]2[CH:13]=[CH:12][CH:11]=[CH:10][C:9]=2[NH:14][C:15](=[O:21])[O:16][C:17]([CH3:20])([CH3:19])[CH3:18])=[C:4]([CH2:24][OH:25])[CH:3]=1.CC(OI1(OC(C)=O)(OC(C)=O)OC(=O)C2C=CC=CC1=2)=O.C([O-])(O)=O.[Na+], predict the reaction product. The product is: [Br:1][C:2]1[CH:23]=[CH:22][C:5](/[CH:6]=[CH:7]\[C:8]2[CH:13]=[CH:12][CH:11]=[CH:10][C:9]=2[NH:14][C:15](=[O:21])[O:16][C:17]([CH3:20])([CH3:19])[CH3:18])=[C:4]([CH:24]=[O:25])[CH:3]=1. (3) Given the reactants Br[C:2]1[N:6]2[CH:7]=[CH:8][C:9]([Cl:12])=[C:10]([F:11])[C:5]2=[N:4][CH:3]=1.[F:13][C:14]1[CH:15]=[C:16]([C:35]#[N:36])[C:17]([C:20]2[CH:25]=[C:24](B3OCC(C)(C)CO3)[CH:23]=[CH:22][C:21]=2[F:34])=[CH:18][CH:19]=1, predict the reaction product. The product is: [Cl:12][C:9]1[CH:8]=[CH:7][N:6]2[C:2]([C:24]3[CH:23]=[CH:22][C:21]([F:34])=[C:20]([C:17]4[C:16]([C:35]#[N:36])=[CH:15][C:14]([F:13])=[CH:19][CH:18]=4)[CH:25]=3)=[CH:3][N:4]=[C:5]2[C:10]=1[F:11]. (4) Given the reactants [F:1][C:2]1([F:21])[CH2:7][O:6][C:5]([NH2:8])=[N:4][C@@:3]21[C:17]1[C:12](=[CH:13][CH:14]=[C:15]([NH2:18])[CH:16]=1)[O:11][C:10]([CH3:20])([CH3:19])[CH2:9]2.[Cl:22][C:23]1[CH:24]=[CH:25][C:26]([C:29](O)=[O:30])=[N:27][CH:28]=1, predict the reaction product. The product is: [NH2:8][C:5]1[O:6][CH2:7][C:2]([F:1])([F:21])[C@@:3]2([C:17]3[C:12](=[CH:13][CH:14]=[C:15]([NH:18][C:29](=[O:30])[C:26]4[CH:25]=[CH:24][C:23]([Cl:22])=[CH:28][N:27]=4)[CH:16]=3)[O:11][C:10]([CH3:19])([CH3:20])[CH2:9]2)[N:4]=1. (5) Given the reactants [F:1][C:2]1[CH:31]=[CH:30][C:5]([CH2:6][N:7]2[C:15]3[CH:14]=[CH:13][CH:12]=[CH:11][C:10]=3[C:9]3[CH2:16][C@H:17]4[C:22](=[O:23])[N:21]([CH2:24][CH2:25][C:26]([OH:28])=[O:27])[C:20](=[O:29])[N:18]4[CH2:19][C:8]2=3)=[CH:4][CH:3]=1.[OH-].[Na+:33], predict the reaction product. The product is: [Na+:33].[F:1][C:2]1[CH:31]=[CH:30][C:5]([CH2:6][N:7]2[C:15]3[CH:14]=[CH:13][CH:12]=[CH:11][C:10]=3[C:9]3[CH2:16][C@H:17]4[C:22](=[O:23])[N:21]([CH2:24][CH2:25][C:26]([O-:28])=[O:27])[C:20](=[O:29])[N:18]4[CH2:19][C:8]2=3)=[CH:4][CH:3]=1. (6) Given the reactants Cl[C:2]1[N:7]=[N:6][C:5]([O:8][CH2:9][C:10]([N:12]([CH:14]2[CH2:19][CH2:18][N:17]([C:20]([CH:22]3[CH2:24][CH2:23]3)=[O:21])[CH2:16][CH2:15]2)[CH3:13])=[O:11])=[CH:4][CH:3]=1.[CH3:25][NH:26][CH3:27].O1CCCC1.[I-].[K+].C(N(CC)CC)C, predict the reaction product. The product is: [CH:22]1([C:20]([N:17]2[CH2:18][CH2:19][CH:14]([N:12]([CH3:13])[C:10](=[O:11])[CH2:9][O:8][C:5]3[N:6]=[N:7][C:2]([N:26]([CH3:27])[CH3:25])=[CH:3][CH:4]=3)[CH2:15][CH2:16]2)=[O:21])[CH2:24][CH2:23]1. (7) Given the reactants [N:1]12[CH2:8][CH2:7][C:4]([C:9]([C:19]3[CH:24]=[CH:23][CH:22]=[C:21]([O:25][CH3:26])[CH:20]=3)([C:11]3[CH:16]=[CH:15][CH:14]=[C:13]([O:17][CH3:18])[CH:12]=3)[OH:10])([CH2:5][CH2:6]1)[CH2:3][CH2:2]2.[C:27]1([CH2:33][O:34][CH2:35][CH2:36][Br:37])[CH:32]=[CH:31][CH:30]=[CH:29][CH:28]=1, predict the reaction product. The product is: [Br-:37].[OH:10][C:9]([C:19]1[CH:24]=[CH:23][CH:22]=[C:21]([O:25][CH3:26])[CH:20]=1)([C:11]1[CH:16]=[CH:15][CH:14]=[C:13]([O:17][CH3:18])[CH:12]=1)[C:4]12[CH2:5][CH2:6][N+:1]([CH2:36][CH2:35][O:34][CH2:33][C:27]3[CH:32]=[CH:31][CH:30]=[CH:29][CH:28]=3)([CH2:2][CH2:3]1)[CH2:8][CH2:7]2. (8) Given the reactants Cl[C:2]1[N:26]=[CH:25][C:5]2[C:6]3[N:10]([CH2:11][CH2:12][O:13][C:4]=2[CH:3]=1)[CH:9]=[C:8]([C:14]1[N:15]([CH2:20][C:21]([F:24])([F:23])[F:22])[N:16]=[C:17]([CH3:19])[N:18]=1)[N:7]=3.[CH3:27][C:28]1[CH:39]=[CH:38][CH:37]=[CH:36][C:29]=1[CH2:30][CH:31]1[CH2:35][CH2:34][CH2:33][NH:32]1.CN1C(=O)CCC1, predict the reaction product. The product is: [CH3:19][C:17]1[N:18]=[C:14]([C:8]2[N:7]=[C:6]3[C:5]4[CH:25]=[N:26][C:2]([N:32]5[CH2:33][CH2:34][CH2:35][CH:31]5[CH2:30][C:29]5[CH:36]=[CH:37][CH:38]=[CH:39][C:28]=5[CH3:27])=[CH:3][C:4]=4[O:13][CH2:12][CH2:11][N:10]3[CH:9]=2)[N:15]([CH2:20][C:21]([F:24])([F:22])[F:23])[N:16]=1. (9) Given the reactants [Cl:1][C:2]([Cl:28])([Cl:27])[CH2:3][O:4][C:5]([C@@H:7]1[CH2:12][CH2:11][CH2:10][N:9]([C:13]([O:15]C(C)(C)C)=O)[N:8]1C(OC(C)(C)C)=O)=[O:6].FC(F)(F)C(O)=O.[C:36]([O:40][C:41](=[O:65])[CH2:42][C@@H:43](C(O)=O)[NH:44][C:45]([O:47][CH2:48][CH:49]1[C:61]2[C:56](=[CH:57][CH:58]=[CH:59][CH:60]=2)[C:55]2[C:50]1=[CH:51][CH:52]=[CH:53][CH:54]=2)=[O:46])([CH3:39])([CH3:38])[CH3:37].C(N(CC)C(C)C)(C)C.C[NH3+].F[P-](F)(F)(F)(F)F.N1(OC(N(C)C)=[N+](C)C)C2N=CC=CC=2N=N1.F[P-](F)(F)(F)(F)F, predict the reaction product. The product is: [Cl:28][C:2]([Cl:1])([Cl:27])[CH2:3][O:4][C:5]([C@@H:7]1[CH2:12][CH2:11][CH2:10][N:9]([C:13](=[O:15])[C@@H:43]([NH:44][C:45]([O:47][CH2:48][CH:49]2[C:50]3[CH:51]=[CH:52][CH:53]=[CH:54][C:55]=3[C:56]3[C:61]2=[CH:60][CH:59]=[CH:58][CH:57]=3)=[O:46])[CH2:42][C:41]([O:40][C:36]([CH3:39])([CH3:38])[CH3:37])=[O:65])[NH:8]1)=[O:6]. (10) Given the reactants C([O-])([O-])=O.[K+].[K+].[CH3:7][N:8]([CH3:26])[C:9]1[CH:18]=[C:17]2[C:12]([C:13]([C:20]#[C:21][Si](C)(C)C)=[CH:14][C:15](=[O:19])[O:16]2)=[CH:11][CH:10]=1, predict the reaction product. The product is: [CH3:7][N:8]([CH3:26])[C:9]1[CH:18]=[C:17]2[C:12]([C:13]([C:20]#[CH:21])=[CH:14][C:15](=[O:19])[O:16]2)=[CH:11][CH:10]=1.